Dataset: Reaction yield outcomes from USPTO patents with 853,638 reactions. Task: Predict the reaction yield, written as a fraction of the theoretical maximum amount of product (1.0 means a 100% yield; for example, 0.34 means a 34% yield). (1) The reactants are [CH2:1]([O:3][C:4](=[O:13])[C:5]#[C:6][C:7]1[CH:12]=[CH:11][N:10]=[CH:9][CH:8]=1)[CH3:2].[C:14]([O:18][C:19]([N:21]1[C:30]2[C:25](=[CH:26][CH:27]=[C:28]([CH2:31][CH2:32][O:33][C:34]3[CH:35]=[C:36]4[C:40](=[CH:41][CH:42]=3)[NH:39][CH:38]=[CH:37]4)[N:29]=2)[CH2:24][CH2:23][CH2:22]1)=[O:20])([CH3:17])([CH3:16])[CH3:15]. No catalyst specified. The product is [C:14]([O:18][C:19]([N:21]1[C:30]2[C:25](=[CH:26][CH:27]=[C:28]([CH2:31][CH2:32][O:33][C:34]3[CH:35]=[C:36]4[C:40](=[CH:41][CH:42]=3)[N:39]([C:6]([C:7]3[CH:12]=[CH:11][N:10]=[CH:9][CH:8]=3)=[CH:5][C:4]([O:3][CH2:1][CH3:2])=[O:13])[CH:38]=[CH:37]4)[N:29]=2)[CH2:24][CH2:23][CH2:22]1)=[O:20])([CH3:17])([CH3:15])[CH3:16]. The yield is 0.640. (2) The reactants are [N:1]([O-])=O.[Na+].[F:5][C:6]1[CH:12]=[C:11]([O:13][C:14]([F:17])([F:16])[F:15])[CH:10]=[CH:9][C:7]=1[NH2:8].Cl.[CH3:19][O:20][CH2:21][C:22](=[O:28])[CH2:23][C:24]([O:26][CH3:27])=[O:25].C([O-])(=O)C.[Na+]. The catalyst is O.CO. The product is [F:5][C:6]1[CH:12]=[C:11]([O:13][C:14]([F:15])([F:16])[F:17])[CH:10]=[CH:9][C:7]=1[NH:8][N:1]=[C:23]([C:22](=[O:28])[CH2:21][O:20][CH3:19])[C:24]([O:26][CH3:27])=[O:25]. The yield is 0.580.